This data is from Forward reaction prediction with 1.9M reactions from USPTO patents (1976-2016). The task is: Predict the product of the given reaction. (1) Given the reactants CCCC[N+](CCCC)(CCCC)CCCC.O.O.O.[F-].[Si]([O:29][CH:30]([CH2:41][CH2:42][CH2:43][CH3:44])[C:31]([NH:33][C:34]1[CH:39]=[CH:38][C:37]([CH3:40])=[CH:36][N:35]=1)=[O:32])(C(C)(C)C)(C)C.O.CCOC(C)=O, predict the reaction product. The product is: [OH:29][CH:30]([CH2:41][CH2:42][CH2:43][CH3:44])[C:31]([NH:33][C:34]1[CH:39]=[CH:38][C:37]([CH3:40])=[CH:36][N:35]=1)=[O:32]. (2) Given the reactants [N:1]1([S:5]([NH2:8])(=[O:7])=[O:6])[CH2:4][CH2:3][CH2:2]1.C1(P(C2CCCCC2)C2C=CC=CC=2C2C(C(C)C)=CC(C(C)C)=CC=2C(C)C)CCCCC1.C(=O)([O-])[O-].[Cs+].[Cs+].Cl[C:50]1[CH:55]=[C:54]([O:56][CH3:57])[N:53]=[C:52]([S:58][CH2:59][C:60]2[CH:65]=[CH:64][CH:63]=[C:62]([F:66])[C:61]=2[F:67])[N:51]=1, predict the reaction product. The product is: [F:67][C:61]1[C:62]([F:66])=[CH:63][CH:64]=[CH:65][C:60]=1[CH2:59][S:58][C:52]1[N:51]=[C:50]([NH:8][S:5]([N:1]2[CH2:4][CH2:3][CH2:2]2)(=[O:7])=[O:6])[CH:55]=[C:54]([O:56][CH3:57])[N:53]=1. (3) Given the reactants [CH3:1][CH:2]([O:4][C:5]1[CH:6]=[C:7]([CH:13]([N:18]2[C:22](=[O:23])[C:21]3=[CH:24][CH:25]=[CH:26][CH:27]=[C:20]3[C:19]2=[O:28])[CH2:14][C:15](O)=[O:16])[CH:8]=[CH:9][C:10]=1[O:11][CH3:12])[CH3:3].C(N1C=CN=C1)(N1C=CN=C1)=O.Cl.[NH2:42][OH:43], predict the reaction product. The product is: [OH:43][NH:42][C:15](=[O:16])[CH2:14][CH:13]([C:7]1[CH:8]=[CH:9][C:10]([O:11][CH3:12])=[C:5]([O:4][CH:2]([CH3:3])[CH3:1])[CH:6]=1)[N:18]1[C:22](=[O:23])[C:21]2=[CH:24][CH:25]=[CH:26][CH:27]=[C:20]2[C:19]1=[O:28]. (4) The product is: [OH:26][CH:22]1[C:23]2[C:19](=[CH:18][C:17]([N:5]3[CH2:6][CH2:7][CH:8]([NH:9][C:10](=[O:16])[O:11][C:12]([CH3:13])([CH3:15])[CH3:14])[C:4]3=[O:3])=[CH:25][CH:24]=2)[CH2:20][CH2:21]1. Given the reactants [BH4-].[Na+].[O:3]=[C:4]1[CH:8]([NH:9][C:10](=[O:16])[O:11][C:12]([CH3:15])([CH3:14])[CH3:13])[CH2:7][CH2:6][N:5]1[C:17]1[CH:18]=[C:19]2[C:23](=[CH:24][CH:25]=1)[C:22](=[O:26])[CH2:21][CH2:20]2, predict the reaction product. (5) Given the reactants [CH3:1][O:2][C:3]1[CH:4]=[C:5]([C:11](=O)[CH2:12][CH2:13][N:14](C)C)[CH:6]=[CH:7][C:8]=1[O:9][CH3:10].O.[NH2:19]N, predict the reaction product. The product is: [CH3:1][O:2][C:3]1[CH:4]=[C:5]([C:11]2[CH2:12][CH2:13][NH:14][N:19]=2)[CH:6]=[CH:7][C:8]=1[O:9][CH3:10]. (6) Given the reactants O=C1CC=CCC1.S1C(C(O)=O)=CN=CC1.C[O:18][C:19]([C:21]1[CH:22]=[CH:23][C:24]2[S:29][CH2:28][C:27](=[O:30])[NH:26][C:25]=2[CH:31]=1)=O.[Li+].[OH-], predict the reaction product. The product is: [O:30]=[C:27]1[NH:26][C:25]2[CH:31]=[C:21]([CH:19]=[O:18])[CH:22]=[CH:23][C:24]=2[S:29][CH2:28]1. (7) The product is: [Cl:1][C:2]1[N:7]=[C:6]([O:9][C:10]2[CH:39]=[CH:38][CH:37]=[CH:36][C:11]=2[CH2:12][NH:13][C:14](=[O:35])[NH:15][C:16]2[N:20]([C:21]3[CH:22]=[C:23]([CH:28]=[CH:29][CH:30]=3)[C:24]([O:26][CH3:27])=[O:25])[N:19]=[C:18]([C:31]([CH3:34])([CH3:33])[CH3:32])[CH:17]=2)[CH:5]=[CH:4][N:3]=1. Given the reactants [Cl:1][C:2]1[N:7]=[C:6](Cl)[CH:5]=[CH:4][N:3]=1.[OH:9][C:10]1[CH:39]=[CH:38][CH:37]=[CH:36][C:11]=1[CH2:12][NH:13][C:14](=[O:35])[NH:15][C:16]1[N:20]([C:21]2[CH:22]=[C:23]([CH:28]=[CH:29][CH:30]=2)[C:24]([O:26][CH3:27])=[O:25])[N:19]=[C:18]([C:31]([CH3:34])([CH3:33])[CH3:32])[CH:17]=1.[OH-].[Na+].[Cl-].[NH4+], predict the reaction product. (8) Given the reactants [OH:1][C:2]1[CH:9]=[C:8]([OH:10])[C:7]([CH:11]2[C:19]3[C:14](=[CH:15][CH:16]=[CH:17][CH:18]=3)[N:13]([CH2:20][C:21]3[CH:26]=[CH:25][C:24]([O:27][CH3:28])=[CH:23][CH:22]=3)[C:12]2=[O:29])=[CH:6][C:3]=1[C:4]#[N:5].Cl[CH2:31]I.C(=O)([O-])[O-].[Cs+].[Cs+].Cl, predict the reaction product. The product is: [OH:1][C:2]1[C:3]([C:4]#[N:5])=[CH:6][C:7]2[C:11]3([CH2:31][O:10][C:8]=2[CH:9]=1)[C:19]1[C:14](=[CH:15][CH:16]=[CH:17][CH:18]=1)[N:13]([CH2:20][C:21]1[CH:22]=[CH:23][C:24]([O:27][CH3:28])=[CH:25][CH:26]=1)[C:12]3=[O:29].